Dataset: Catalyst prediction with 721,799 reactions and 888 catalyst types from USPTO. Task: Predict which catalyst facilitates the given reaction. (1) Reactant: [H-].[H-].[H-].[H-].[Li+].[Al+3].C[O:8][C:9](=O)[C:10]1[CH:15]=[C:14]([C:16]#[N:17])[CH:13]=[CH:12][C:11]=1[CH2:18][N:19]([CH2:28][C:29]1[C:34]([CH3:35])=[CH:33][CH:32]=[CH:31][N:30]=1)[CH2:20][C:21]1[C:26]([CH3:27])=[CH:25][CH:24]=[CH:23][N:22]=1.C(C(C(C([O-])=O)O)O)([O-])=O.[K+].[Na+]. Product: [NH2:17][CH2:16][C:14]1[CH:13]=[CH:12][C:11]([CH2:18][N:19]([CH2:20][C:21]2[C:26]([CH3:27])=[CH:25][CH:24]=[CH:23][N:22]=2)[CH2:28][C:29]2[C:34]([CH3:35])=[CH:33][CH:32]=[CH:31][N:30]=2)=[C:10]([CH2:9][OH:8])[CH:15]=1. The catalyst class is: 1. (2) Reactant: [Cl:1][C:2]1[CH:8]=[CH:7][C:5]([NH2:6])=[C:4]([C:9]([C:11]2[CH:16]=[CH:15][CH:14]=[C:13]([O:17][CH3:18])[C:12]=2[O:19][CH3:20])=[CH2:10])[CH:3]=1.[CH3:21][O:22][C:23]1[CH:30]=[C:29]([O:31][CH3:32])[CH:28]=[CH:27][C:24]=1[CH:25]=O.C([BH3-])#N.[Na+]. Product: [Cl:1][C:2]1[CH:8]=[CH:7][C:5]([NH:6][CH2:25][C:24]2[CH:27]=[CH:28][C:29]([O:31][CH3:32])=[CH:30][C:23]=2[O:22][CH3:21])=[C:4]([C:9]([C:11]2[CH:16]=[CH:15][CH:14]=[C:13]([O:17][CH3:18])[C:12]=2[O:19][CH3:20])=[CH2:10])[CH:3]=1. The catalyst class is: 130. (3) Reactant: [Cl:1][C:2]1[C:3]([C:10]([OH:12])=O)=[N:4][N:5]([CH:7]([F:9])[F:8])[CH:6]=1.Cl.[CH3:14][NH:15][O:16][CH3:17].CN1CCOCC1.Cl.CN(C)CCCN=C=NCC. Product: [CH3:17][O:16][N:15]([CH3:14])[C:10]([C:3]1[C:2]([Cl:1])=[CH:6][N:5]([CH:7]([F:9])[F:8])[N:4]=1)=[O:12]. The catalyst class is: 4. (4) Reactant: [Br:1][C:2]1[CH:3]=[C:4]([CH:8]=[C:9]([OH:11])[CH:10]=1)[C:5]([OH:7])=[O:6].[CH3:12]C1C=CC(S(O)(=O)=O)=CC=1.C([O-])(O)=O.[Na+]. Product: [Br:1][C:2]1[CH:3]=[C:4]([CH:8]=[C:9]([OH:11])[CH:10]=1)[C:5]([O:7][CH3:12])=[O:6]. The catalyst class is: 5. (5) Reactant: [NH2:1][C:2]1[CH:3]=[C:4]([CH:8]=[C:9]([N:11]2[CH2:16][CH2:15][N:14]([CH3:17])[CH2:13][CH2:12]2)[CH:10]=1)[C:5]([OH:7])=[O:6].[CH3:18][O:19][C:20]1[N:25]=[C:24]([O:26][CH3:27])[C:23]([C:28]2[CH:37]=[C:36]3[C:31]([C:32](Cl)=[C:33]([C:38]([NH2:40])=[O:39])[CH:34]=[N:35]3)=[CH:30][CH:29]=2)=[CH:22][N:21]=1. Product: [NH2:40][C:38]([C:33]1[CH:34]=[N:35][C:36]2[C:31]([C:32]=1[NH:1][C:2]1[CH:3]=[C:4]([CH:8]=[C:9]([N:11]3[CH2:16][CH2:15][N:14]([CH3:17])[CH2:13][CH2:12]3)[CH:10]=1)[C:5]([OH:7])=[O:6])=[CH:30][CH:29]=[C:28]([C:23]1[C:24]([O:26][CH3:27])=[N:25][C:20]([O:19][CH3:18])=[N:21][CH:22]=1)[CH:37]=2)=[O:39]. The catalyst class is: 15. (6) Reactant: [H-].[Na+].Br[CH2:4][C:5]1[CH:6]=[C:7]([B:13]2[O:18][CH2:17][CH2:16][CH2:15][O:14]2)[CH:8]=[C:9]([CH2:11][Br:12])[CH:10]=1.[CH2:19]([OH:23])[CH2:20][CH2:21][OH:22]. Product: [Br:12][CH2:11][C:9]1[CH:10]=[C:5]([CH:6]=[C:7]([B:13]2[O:18][CH2:17][CH2:16][CH2:15][O:14]2)[CH:8]=1)[CH2:4][O:22][CH2:21][CH2:20][CH2:19][OH:23]. The catalyst class is: 10. (7) Reactant: Cl.[NH2:2][C@H:3]([CH2:36][C:37]1[CH:42]=[CH:41][C:40]([Cl:43])=[CH:39][CH:38]=1)[C:4]([N:6]1[CH2:11][CH2:10][CH:9]([C:12]2[CH:17]=[CH:16][CH:15]=[CH:14][C:13]=2[NH:18][C:19]([O:21][CH2:22][CH:23]2[C:35]3[CH:34]=[CH:33][CH:32]=[CH:31][C:30]=3[C:29]3[C:24]2=[CH:25][CH:26]=[CH:27][CH:28]=3)=[O:20])[CH2:8][CH2:7]1)=[O:5].CCN(C(C)C)C(C)C.[N:53]1([C:66]([O:68][C:69]([CH3:72])([CH3:71])[CH3:70])=[O:67])[CH2:62][C:61]2[C:56](=[CH:57][CH:58]=[CH:59][CH:60]=2)[CH2:55][C@H:54]1[C:63](O)=[O:64].C1C=NC2N(O)N=NC=2C=1.C(Cl)CCl. Product: [Cl:43][C:40]1[CH:41]=[CH:42][C:37]([CH2:36][C@@H:3]([NH:2][C:63]([C@@H:54]2[CH2:55][C:56]3[C:61](=[CH:60][CH:59]=[CH:58][CH:57]=3)[CH2:62][N:53]2[C:66]([O:68][C:69]([CH3:72])([CH3:71])[CH3:70])=[O:67])=[O:64])[C:4]([N:6]2[CH2:11][CH2:10][CH:9]([C:12]3[CH:17]=[CH:16][CH:15]=[CH:14][C:13]=3[NH:18][C:19]([O:21][CH2:22][CH:23]3[C:24]4[CH:25]=[CH:26][CH:27]=[CH:28][C:29]=4[C:30]4[C:35]3=[CH:34][CH:33]=[CH:32][CH:31]=4)=[O:20])[CH2:8][CH2:7]2)=[O:5])=[CH:38][CH:39]=1. The catalyst class is: 3. (8) Reactant: FC(F)(F)C1C=CC(NC2N=C3C=CC=C([C:18]4[CH:19]=[CH:20][C:21]5[N:25]=[C:24]([C:26]([NH2:28])=[O:27])[NH:23][C:22]=5[CH:29]=4)N3N=2)=CC=1.OO.[OH-].[Na+].FC(F)(F)C(O)=O. Product: [NH:23]1[C:22]2[CH:29]=[CH:18][CH:19]=[CH:20][C:21]=2[N:25]=[C:24]1[C:26]([NH2:28])=[O:27]. The catalyst class is: 58. (9) The catalyst class is: 614. Reactant: [S:1]1[C:5]([C:6]2[C:7]([O:27][CH3:28])=[CH:8][C:9]([O:25][CH3:26])=[C:10](/[CH:12]=[CH:13]/[C:14]([C:16]3[CH:24]=[CH:23][C:19]([C:20](O)=[O:21])=[CH:18][CH:17]=3)=[O:15])[CH:11]=2)=[CH:4][C:3]2[CH:29]=[CH:30][CH:31]=[CH:32][C:2]1=2.[N:33]1([CH2:39][CH2:40][NH2:41])[CH2:38][CH2:37][O:36][CH2:35][CH2:34]1.Cl.C(N=C=N)C. Product: [S:1]1[C:5]([C:6]2[C:7]([O:27][CH3:28])=[CH:8][C:9]([O:25][CH3:26])=[C:10](/[CH:12]=[CH:13]/[C:14]([C:16]3[CH:24]=[CH:23][C:19]([C:20]([NH:41][CH2:40][CH2:39][N:33]4[CH2:38][CH2:37][O:36][CH2:35][CH2:34]4)=[O:21])=[CH:18][CH:17]=3)=[O:15])[CH:11]=2)=[CH:4][C:3]2[CH:29]=[CH:30][CH:31]=[CH:32][C:2]1=2.